From a dataset of Catalyst prediction with 721,799 reactions and 888 catalyst types from USPTO. Predict which catalyst facilitates the given reaction. Reactant: [C:1]([NH:5][S:6]([C:9]1[C:18]2[C:13](=[CH:14][CH:15]=[CH:16][CH:17]=2)[C:12]([C:19]2[O:23][CH:22]=[N:21][C:20]=2[C:24]([O:26]CC)=[O:25])=[CH:11][CH:10]=1)(=[O:8])=[O:7])([CH3:4])([CH3:3])[CH3:2].[OH-].[Na+]. Product: [C:1]([NH:5][S:6]([C:9]1[C:18]2[C:13](=[CH:14][CH:15]=[CH:16][CH:17]=2)[C:12]([C:19]2[O:23][CH:22]=[N:21][C:20]=2[C:24]([OH:26])=[O:25])=[CH:11][CH:10]=1)(=[O:7])=[O:8])([CH3:4])([CH3:2])[CH3:3]. The catalyst class is: 14.